From a dataset of Retrosynthesis with 50K atom-mapped reactions and 10 reaction types from USPTO. Predict the reactants needed to synthesize the given product. (1) Given the product CN(Cc1ccc2ccccc2c1)C(=O)/C=C/c1cnc(N)c(CN2CCCC2)c1, predict the reactants needed to synthesize it. The reactants are: CNCc1ccc2ccccc2c1.Nc1ncc(/C=C/C(=O)O)cc1CN1CCCC1. (2) Given the product COC(=O)C1Cc2ccc(Cl)cc2C1, predict the reactants needed to synthesize it. The reactants are: COC(=O)C1(C(=O)OC)Cc2ccc(Cl)cc2C1. (3) The reactants are: O=C([O-])Cc1ccccc1Nc1c(Cl)cccc1Cl. Given the product O=C1Cc2ccccc2N1c1c(Cl)cccc1Cl, predict the reactants needed to synthesize it. (4) Given the product CC1(C)CCC(COc2cccc(-c3cn(C4CCC(=O)CC4)c4ncnc(N)c34)c2)O1, predict the reactants needed to synthesize it. The reactants are: CC1(C)CCC(COc2cccc(-c3cn(C4CCC5(CC4)OCCO5)c4ncnc(N)c34)c2)O1. (5) Given the product COc1cc2nccc(-c3cnc(N4CCC(C(C)(C)O)CC4)c(C)c3)c2cc1OC, predict the reactants needed to synthesize it. The reactants are: CC(C)(O)C1CCNCC1.COc1cc2nccc(-c3cnc(F)c(C)c3)c2cc1OC. (6) The reactants are: C[SiH](C)Oc1ccnc(-c2cccc([N+](=O)[O-])c2)c1C(C)(C)C. Given the product C[SiH](C)Oc1ccnc(-c2cccc(N)c2)c1C(C)(C)C, predict the reactants needed to synthesize it. (7) Given the product COC(=O)c1nc(-c2ccc(C)c(C)c2)cc(N)c1Cl, predict the reactants needed to synthesize it. The reactants are: COC(=O)c1nc(Cl)cc(N)c1Cl.Cc1ccc(B(O)O)cc1C. (8) Given the product Fc1ccccc1OCCN1CCNCC1, predict the reactants needed to synthesize it. The reactants are: CC(C)(C)OC(=O)N1CCN(CCOc2ccccc2F)CC1. (9) Given the product CSc1ncc(-c2ccc(F)c(N)c2)c(CN2C(=O)O[C@H](c3cc(C(F)(F)F)cc(C(F)(F)F)c3)[C@@H]2C)n1, predict the reactants needed to synthesize it. The reactants are: CSc1ncc(Br)c(CN2C(=O)O[C@H](c3cc(C(F)(F)F)cc(C(F)(F)F)c3)[C@@H]2C)n1.Nc1cc(B(O)O)ccc1F.